Task: Predict which catalyst facilitates the given reaction.. Dataset: Catalyst prediction with 721,799 reactions and 888 catalyst types from USPTO (1) Reactant: [C:1]([CH2:3][CH:4]1[O:9][CH2:8][C@@H:7]([NH:10]C(=O)OC(C)(C)C)[CH2:6][CH2:5]1)#[N:2].[Cl:18]CCl.[ClH:21].O1CCOCC1. Product: [ClH:18].[NH2:10][C@@H:7]1[CH2:8][O:9][C@@H:4]([CH2:3][C:1]#[N:2])[CH2:5][CH2:6]1.[ClH:21].[NH2:10][C@@H:7]1[CH2:8][O:9][C@H:4]([CH2:3][C:1]#[N:2])[CH2:5][CH2:6]1. The catalyst class is: 310. (2) Reactant: [Br:1][C:2]1[C:3]([O:13][CH3:14])=[C:4]([O:11][CH3:12])[C:5]([Cl:10])=[C:6]([CH:9]=1)[CH:7]=[O:8].CC(=CC)C.[OH:20]P([O-])(O)=O.[K+].[O-]Cl=O.[Na+]. Product: [Br:1][C:2]1[C:3]([O:13][CH3:14])=[C:4]([O:11][CH3:12])[C:5]([Cl:10])=[C:6]([CH:9]=1)[C:7]([OH:20])=[O:8]. The catalyst class is: 218. (3) Reactant: [NH2:1][C:2]1[CH:3]([C:17]([O:19][CH3:20])=[O:18])[N:4](C)[C:5]([C:8]2[CH:13]=[CH:12][CH:11]=[C:10]([CH2:14]Cl)[CH:9]=2)=[CH:6][N:7]=1.C(#N)C.[CH2:24]([NH2:31])[C:25]1[CH:30]=[CH:29][CH:28]=[CH:27][CH:26]=1.C(N(C(C)C)CC)(C)C. Product: [NH2:1][C:2]1[C:3]([C:17]([O:19][CH3:20])=[O:18])=[N:4][C:5]([C:8]2[CH:13]=[CH:12][CH:11]=[C:10]([CH2:14][NH:31][CH2:24][C:25]3[CH:30]=[CH:29][CH:28]=[CH:27][CH:26]=3)[CH:9]=2)=[CH:6][N:7]=1. The catalyst class is: 1. (4) The catalyst class is: 41. Product: [N:31]1[C:30]2[C:35](=[N:26][CH:27]=[CH:28][CH:29]=2)[CH:34]=[CH:33][C:32]=1[CH:36]=[C:15]1[NH:11][C:12]([NH:17][C:18]([C:20]2[S:21][CH:22]=[CH:23][C:24]=2[CH3:25])=[O:19])=[N:13][C:14]1=[O:16]. Reactant: C(OC([N:11]1[CH2:15][C:14](=[O:16])[N:13]=[C:12]1[NH:17][C:18]([C:20]1[S:21][CH:22]=[CH:23][C:24]=1[CH3:25])=[O:19])=O)C1C=CC=CC=1.[N:26]1[C:35]2[C:30](=[N:31][C:32]([CH:36]=O)=[CH:33][CH:34]=2)[CH:29]=[CH:28][CH:27]=1.N1CCCCC1. (5) Reactant: Br[C:2]1[C:7]2[O:8][C:9]3[CH:14]=[CH:13][CH:12]=[CH:11][C:10]=3[C:6]=2[CH:5]=[CH:4][CH:3]=1.[C:15]1([C:34]2[CH:39]=[CH:38][CH:37]=[CH:36][CH:35]=2)[CH:20]=[CH:19][C:18]([NH:21][C:22]2[CH:27]=[CH:26][C:25]([C:28]3[CH:33]=[CH:32][CH:31]=[CH:30][CH:29]=3)=[CH:24][CH:23]=2)=[CH:17][CH:16]=1.N#N.P(C(C)(C)C)(C(C)(C)C)C(C)(C)C.CC([O-])(C)C.[Na+]. Product: [C:25]1([C:28]2[CH:29]=[CH:30][CH:31]=[CH:32][CH:33]=2)[CH:24]=[CH:23][C:22]([N:21]([C:18]2[CH:19]=[CH:20][C:15]([C:34]3[CH:39]=[CH:38][CH:37]=[CH:36][CH:35]=3)=[CH:16][CH:17]=2)[C:2]2[C:7]3[O:8][C:9]4[CH:14]=[CH:13][CH:12]=[CH:11][C:10]=4[C:6]=3[CH:5]=[CH:4][CH:3]=2)=[CH:27][CH:26]=1. The catalyst class is: 493. (6) Reactant: [CH2:1]([S:3][CH2:4]C)C.[S:6]([O:11]C)([O:9][CH3:10])(=[O:8])=[O:7].[OH-].[K+].[CH2:15]1COCC1. Product: [CH3:10][O:9][S:6]([O-:11])(=[O:8])=[O:7].[CH3:1][S+:3]([CH3:4])[CH3:15]. The catalyst class is: 16. (7) Reactant: [CH:1]1[N:6]=[C:5](Cl)[C:4]2[N:8]=[CH:9][N:10]([C@@H:11]3[O:15][C@H:14]([CH2:16][OH:17])[C@@H:13]([OH:18])[C@H:12]3[OH:19])[C:3]=2[N:2]=1.[OH:20][C:21]1[CH:22]=[C:23]([CH:26]=[CH:27][CH:28]=1)[CH2:24][NH2:25].C(N(C(C)C)CC)(C)C. Product: [OH:20][C:21]1[CH:22]=[C:23]([CH:26]=[CH:27][CH:28]=1)[CH2:24][NH:25][C:5]1[C:4]2[N:8]=[CH:9][N:10]([C:3]=2[N:2]=[CH:1][N:6]=1)[C@@H:11]1[O:15][C@H:14]([CH2:16][OH:17])[C@@H:13]([OH:18])[C@H:12]1[OH:19]. The catalyst class is: 259.